Dataset: Peptide-MHC class I binding affinity with 185,985 pairs from IEDB/IMGT. Task: Regression. Given a peptide amino acid sequence and an MHC pseudo amino acid sequence, predict their binding affinity value. This is MHC class I binding data. (1) The peptide sequence is AINNRICVM. The binding affinity (normalized) is 0.341. The MHC is HLA-A32:01 with pseudo-sequence HLA-A32:01. (2) The peptide sequence is IHYAGWVSL. The MHC is HLA-A11:01 with pseudo-sequence HLA-A11:01. The binding affinity (normalized) is 0.0847. (3) The peptide sequence is LITGNMSFR. The MHC is HLA-A68:01 with pseudo-sequence HLA-A68:01. The binding affinity (normalized) is 0.698.